This data is from Forward reaction prediction with 1.9M reactions from USPTO patents (1976-2016). The task is: Predict the product of the given reaction. Given the reactants [F:1][C:2]1[CH:3]=[C:4]([C:9]2[CH2:13][C:12]([O:22][CH3:23])([C:14]([NH:16][CH2:17][C:18]([F:21])([F:20])[F:19])=O)[O:11][N:10]=2)[CH:5]=[C:6]([F:8])[CH:7]=1.COC1C=CC(P2(SP(C3C=CC(OC)=CC=3)(=S)S2)=[S:33])=CC=1, predict the reaction product. The product is: [F:1][C:2]1[CH:3]=[C:4]([C:9]2[CH2:13][C:12]([O:22][CH3:23])([C:14](=[S:33])[NH:16][CH2:17][C:18]([F:21])([F:20])[F:19])[O:11][N:10]=2)[CH:5]=[C:6]([F:8])[CH:7]=1.